Task: Predict the product of the given reaction.. Dataset: Forward reaction prediction with 1.9M reactions from USPTO patents (1976-2016) (1) Given the reactants C(=O)([O-])[O-].[K+].[K+].[CH2:7](Br)[C:8]1[CH:13]=[CH:12][CH:11]=[CH:10][CH:9]=1.[OH:15][C:16]1[C:25]2[C:20](=[CH:21][CH:22]=[CH:23][CH:24]=2)[CH:19]=[C:18]([C:26]([O:28][CH2:29][CH3:30])=[O:27])[CH:17]=1, predict the reaction product. The product is: [CH2:7]([O:15][C:16]1[C:25]2[C:20](=[CH:21][CH:22]=[CH:23][CH:24]=2)[CH:19]=[C:18]([C:26]([O:28][CH2:29][CH3:30])=[O:27])[CH:17]=1)[C:8]1[CH:13]=[CH:12][CH:11]=[CH:10][CH:9]=1. (2) Given the reactants [F:1][C:2]1[CH:22]=[CH:21][C:5]([C:6]([C:8]2[CH:9]=[N:10][CH:11]=[CH:12][C:13]=2[NH:14]C(=O)C(C)(C)C)=[O:7])=[CH:4][CH:3]=1, predict the reaction product. The product is: [NH2:14][C:13]1[CH:12]=[CH:11][N:10]=[CH:9][C:8]=1[C:6](=[O:7])[C:5]1[CH:21]=[CH:22][C:2]([F:1])=[CH:3][CH:4]=1. (3) Given the reactants [Cl:1][C:2]1[CH:3]=[N:4][C:5]([CH3:12])=[C:6]([CH:11]=1)[C:7]([O:9]C)=[O:8].[Br:13][C:14]1[CH:21]=[CH:20][C:17]([CH:18]=O)=[CH:16][CH:15]=1.CC(C)([O-])C.[K+], predict the reaction product. The product is: [Br:13][C:14]1[CH:21]=[CH:20][C:17](/[CH:18]=[CH:12]/[C:5]2[N:4]=[CH:3][C:2]([Cl:1])=[CH:11][C:6]=2[C:7]([OH:9])=[O:8])=[CH:16][CH:15]=1. (4) Given the reactants [Cl:1][C:2]1[CH:7]=[CH:6][N:5]2[C:8](I)=[CH:9][N:10]=[C:4]2[CH:3]=1.CC1(C)C(C)(C)OB([C:20]2[CH:21]=[C:22]([NH:26][C:27]([NH:29][CH2:30][C:31]([F:34])([F:33])[F:32])=[O:28])[CH:23]=[CH:24][CH:25]=2)O1.C([O-])([O-])=O.[Na+].[Na+], predict the reaction product. The product is: [Cl:1][C:2]1[CH:7]=[CH:6][N:5]2[C:8]([C:24]3[CH:23]=[C:22]([NH:26][C:27]([NH:29][CH2:30][C:31]([F:32])([F:33])[F:34])=[O:28])[CH:21]=[CH:20][CH:25]=3)=[CH:9][N:10]=[C:4]2[CH:3]=1. (5) The product is: [CH3:1][O:2][C:3]([C:5]1([S:11]([C:14]2[CH:15]=[CH:16][C:17]([O:20][CH2:21][C:22]#[C:23][CH3:24])=[CH:18][CH:19]=2)(=[O:13])=[O:12])[CH2:10][CH2:9][N:8]([C:37]([N:32]2[CH2:36][CH2:35][CH2:34][CH2:33]2)=[O:38])[CH2:7][CH2:6]1)=[O:4]. Given the reactants [CH3:1][O:2][C:3]([C:5]1([S:11]([C:14]2[CH:19]=[CH:18][C:17]([O:20][CH2:21][C:22]#[C:23][CH3:24])=[CH:16][CH:15]=2)(=[O:13])=[O:12])[CH2:10][CH2:9][NH:8][CH2:7][CH2:6]1)=[O:4].C(N(CC)CC)C.[N:32]1([C:37](Cl)=[O:38])[CH2:36][CH2:35][CH2:34][CH2:33]1.CN(C1C=CC=CN=1)C, predict the reaction product. (6) Given the reactants [Cl:1][C:2]1[CH:27]=[C:26]([C:28]2[S:29][CH:30]=[C:31]([CH3:33])[CH:32]=2)[CH:25]=[CH:24][C:3]=1[O:4][CH2:5][CH2:6][N:7]1[C:11]([O:12][CH2:13][CH3:14])=[CH:10][C:9]([C:15]2[CH:16]=[C:17]([CH:21]=[CH:22][CH:23]=2)[C:18]([OH:20])=O)=[N:8]1.NC[CH2:36][N:37]1[CH2:42][CH2:41][O:40][CH2:39][CH2:38]1.CC[N:45]=C=NCCCN(C)C.C1C=CC2N(O)N=NC=2C=1, predict the reaction product. The product is: [Cl:1][C:2]1[CH:27]=[C:26]([C:28]2[S:29][CH:30]=[C:31]([CH3:33])[CH:32]=2)[CH:25]=[CH:24][C:3]=1[O:4][CH2:5][CH2:6][N:7]1[C:11]([O:12][CH2:13][CH3:14])=[CH:10][C:9]([C:15]2[CH:16]=[C:17]([CH:21]=[CH:22][CH:23]=2)[C:18]([NH:45][CH2:36][N:37]2[CH2:42][CH2:41][O:40][CH2:39][CH2:38]2)=[O:20])=[N:8]1. (7) Given the reactants N[C:2]1[CH:7]=[CH:6][C:5]([C:8]2[S:12][C:11]([NH:13][C:14](=[O:16])[CH3:15])=[N:10][C:9]=2[CH3:17])=[CH:4][C:3]=1[Br:18].[S:19](Cl)(Cl)(=[O:21])=[O:20].N[C:25]1C=CC=CC=1.S([O-])([O-])=O.[Na+].[Na+].C(=O)([O-])O.[Na+].BrCC(O)=O, predict the reaction product. The product is: [Br:18][C:3]1[CH:4]=[C:5]([C:8]2[S:12][C:11]([NH:13][C:14](=[O:16])[CH3:15])=[N:10][C:9]=2[CH3:17])[CH:6]=[CH:7][C:2]=1[S:19]([CH3:25])(=[O:21])=[O:20]. (8) Given the reactants [H-].[Na+].[CH3:3][C:4]1([OH:8])[CH2:7][CH2:6][CH2:5]1.[Cl:9][C:10]1[N:11]=[C:12](Cl)[C:13]2[C:18]([I:19])=[CH:17][N:16]([CH2:20][O:21][CH2:22][CH2:23][Si:24]([CH3:27])([CH3:26])[CH3:25])[C:14]=2[N:15]=1, predict the reaction product. The product is: [Cl:9][C:10]1[N:11]=[C:12]([O:8][C:4]2([CH3:3])[CH2:7][CH2:6][CH2:5]2)[C:13]2[C:18]([I:19])=[CH:17][N:16]([CH2:20][O:21][CH2:22][CH2:23][Si:24]([CH3:27])([CH3:26])[CH3:25])[C:14]=2[N:15]=1.